Predict the product of the given reaction. From a dataset of Forward reaction prediction with 1.9M reactions from USPTO patents (1976-2016). Given the reactants [C:1]1([S:7](/[CH:10]=[CH:11]/[S:12]([C:15]2[CH:20]=[CH:19][CH:18]=[CH:17][CH:16]=2)(=[O:14])=[O:13])(=[O:9])=[O:8])[CH:6]=[CH:5][CH:4]=[CH:3][CH:2]=1.[CH3:21][C:22]1([CH3:31])[O:26][CH:25]2[CH:27]=[CH:28][CH:29]=[CH:30][CH:24]2[O:23]1, predict the reaction product. The product is: [C:1]1([S:7]([CH:10]2[CH:11]([S:12]([C:15]3[CH:16]=[CH:17][CH:18]=[CH:19][CH:20]=3)(=[O:14])=[O:13])[CH:30]3[CH:29]=[CH:28][CH:27]2[CH:25]2[CH:24]3[O:23][C:22]([CH3:31])([CH3:21])[O:26]2)(=[O:8])=[O:9])[CH:2]=[CH:3][CH:4]=[CH:5][CH:6]=1.